Task: Predict which catalyst facilitates the given reaction.. Dataset: Catalyst prediction with 721,799 reactions and 888 catalyst types from USPTO (1) Reactant: C([N:8](CC1C=CC=CC=1)[C:9]1[C:10]([F:43])=[C:11]([C:16]([C:18]2[C:26]3[C:21](=[N:22][CH:23]=[C:24]([C:27]4[CH:28]=[N:29][CH:30]=[CH:31][CH:32]=4)[CH:25]=3)[N:20]([Si:33]([CH:40]([CH3:42])[CH3:41])([CH:37]([CH3:39])[CH3:38])[CH:34]([CH3:36])[CH3:35])[CH:19]=2)=[O:17])[C:12]([F:15])=[CH:13][CH:14]=1)C1C=CC=CC=1. Product: [NH2:8][C:9]1[C:10]([F:43])=[C:11]([C:16]([C:18]2[C:26]3[C:21](=[N:22][CH:23]=[C:24]([C:27]4[CH:28]=[N:29][CH:30]=[CH:31][CH:32]=4)[CH:25]=3)[N:20]([Si:33]([CH:37]([CH3:39])[CH3:38])([CH:40]([CH3:42])[CH3:41])[CH:34]([CH3:35])[CH3:36])[CH:19]=2)=[O:17])[C:12]([F:15])=[CH:13][CH:14]=1. The catalyst class is: 105. (2) Reactant: C[O:2][C:3](=[O:31])[CH2:4][CH:5]([N:9]1[C:13]2[CH:14]=[CH:15][CH:16]=[CH:17][C:12]=2[N:11]([CH2:18][C:19]2[C:27]3[C:22](=[CH:23][CH:24]=[CH:25][C:26]=3[CH3:28])[N:21]([CH3:29])[CH:20]=2)[C:10]1=[O:30])[CH2:6][O:7][CH3:8].Cl. Product: [CH3:29][N:21]1[C:22]2[C:27](=[C:26]([CH3:28])[CH:25]=[CH:24][CH:23]=2)[C:19]([CH2:18][N:11]2[C:12]3[CH:17]=[CH:16][CH:15]=[CH:14][C:13]=3[N:9]([CH:5]([CH2:6][O:7][CH3:8])[CH2:4][C:3]([OH:31])=[O:2])[C:10]2=[O:30])=[CH:20]1. The catalyst class is: 38. (3) Reactant: C1(S([N:10]2[C:14]3=[N:15][CH:16]=[CH:17][CH:18]=[C:13]3[CH:12]=[C:11]2[C:19]([C:26]2[CH:31]=[CH:30][C:29]([S:32]([CH3:35])(=[O:34])=[O:33])=[CH:28][CH:27]=2)(O)[CH2:20][C:21]([CH3:24])([CH3:23])[CH3:22])(=O)=O)C=CC=CC=1.[F-].C([N+](CCCC)(CCCC)CCCC)CCC. Product: [CH3:35][S:32]([C:29]1[CH:30]=[CH:31][C:26](/[C:19](/[C:11]2[NH:10][C:14]3=[N:15][CH:16]=[CH:17][CH:18]=[C:13]3[CH:12]=2)=[CH:20]\[C:21]([CH3:24])([CH3:23])[CH3:22])=[CH:27][CH:28]=1)(=[O:33])=[O:34]. The catalyst class is: 7. (4) Reactant: [CH:1]1([C:4]2[C:11]([NH:12][C:13]3[CH:18]=[CH:17][N:16]=[CH:15][CH:14]=3)=[CH:10][C:7]([C:8]#[N:9])=[C:6]([N:19]3[CH2:24][CH2:23][N:22]([C:25](=[O:30])[CH2:26][CH2:27][O:28][CH3:29])[C@H:21]([CH3:31])[CH2:20]3)[N:5]=2)[CH2:3][CH2:2]1.C(N(CC)C(C)C)(C)C.[C:41](Cl)(=[O:44])[CH:42]=[CH2:43].O. Product: [C:8]([C:7]1[CH:10]=[C:11]([N:12]([C:13]2[CH:18]=[CH:17][N:16]=[CH:15][CH:14]=2)[C:41](=[O:44])[CH:42]=[CH2:43])[C:4]([CH:1]2[CH2:2][CH2:3]2)=[N:5][C:6]=1[N:19]1[CH2:24][CH2:23][N:22]([C:25](=[O:30])[CH2:26][CH2:27][O:28][CH3:29])[C@H:21]([CH3:31])[CH2:20]1)#[N:9]. The catalyst class is: 2.